From a dataset of Forward reaction prediction with 1.9M reactions from USPTO patents (1976-2016). Predict the product of the given reaction. Given the reactants [Br:1][C:2]1[N:7]=[CH:6][C:5]2[CH:8]=[C:9]([CH:11](OCC)[O:12]CC)[NH:10][C:4]=2[CH:3]=1, predict the reaction product. The product is: [Br:1][C:2]1[N:7]=[CH:6][C:5]2[CH:8]=[C:9]([CH:11]=[O:12])[NH:10][C:4]=2[CH:3]=1.